Dataset: Peptide-MHC class II binding affinity with 134,281 pairs from IEDB. Task: Regression. Given a peptide amino acid sequence and an MHC pseudo amino acid sequence, predict their binding affinity value. This is MHC class II binding data. The peptide sequence is ANWIEIMRIKKLTIT. The MHC is HLA-DQA10501-DQB10301 with pseudo-sequence HLA-DQA10501-DQB10301. The binding affinity (normalized) is 0.140.